From a dataset of Forward reaction prediction with 1.9M reactions from USPTO patents (1976-2016). Predict the product of the given reaction. (1) Given the reactants [C:1]([C:3]1[C:4]([N:15]2[CH2:20][CH2:19][CH:18]([CH2:21][C:22](O)=[O:23])[CH2:17][CH2:16]2)=[N:5][C:6]([CH3:14])=[C:7]([C:9]([O:11][CH2:12][CH3:13])=[O:10])[CH:8]=1)#[N:2].CCN=C=NCCCN(C)C.C1C=CC2N(O)N=NC=2C=1.[Cl:46][C:47]1[S:51][C:50]([S:52]([NH2:55])(=[O:54])=[O:53])=[CH:49][CH:48]=1.CCN(C(C)C)C(C)C, predict the reaction product. The product is: [Cl:46][C:47]1[S:51][C:50]([S:52]([NH:55][C:22](=[O:23])[CH2:21][CH:18]2[CH2:17][CH2:16][N:15]([C:4]3[C:3]([C:1]#[N:2])=[CH:8][C:7]([C:9]([O:11][CH2:12][CH3:13])=[O:10])=[C:6]([CH3:14])[N:5]=3)[CH2:20][CH2:19]2)(=[O:54])=[O:53])=[CH:49][CH:48]=1. (2) Given the reactants Cl.[NH2:2][C@@H:3]([CH2:19][C:20]1[CH:25]=[CH:24][CH:23]=[CH:22][CH:21]=1)[C@H:4]([OH:18])[CH2:5][NH:6][CH2:7][C:8]1[CH:13]=[CH:12][CH:11]=[C:10]([C:14]([F:17])([F:16])[F:15])[CH:9]=1.O.[OH-].[Na+], predict the reaction product. The product is: [NH2:2][C@@H:3]([CH2:19][C:20]1[CH:25]=[CH:24][CH:23]=[CH:22][CH:21]=1)[C@H:4]([OH:18])[CH2:5][NH:6][CH2:7][C:8]1[CH:13]=[CH:12][CH:11]=[C:10]([C:14]([F:15])([F:16])[F:17])[CH:9]=1. (3) Given the reactants [Cl:1][C:2]1[CH:7]=[CH:6][CH:5]=[C:4]([Cl:8])[C:3]=1[CH2:9][S:10]([C:13]1[CH:14]=[C:15]2[C:19](=[CH:20][CH:21]=1)[NH:18][C:17](=[O:22])/[C:16]/2=[CH:23]\[C:24]1[NH:28][C:27]([CH3:29])=[C:26]([C:30](O)=[O:31])[C:25]=1[CH3:33])(=[O:12])=[O:11].C1C=C[C:37]2[N:42](O)N=N[C:38]=2[CH:39]=1.CCN=C=NCCCN(C)C.Cl.[N:56]1(C(C)CN)[CH2:61][CH2:60][O:59][CH2:58][CH2:57]1, predict the reaction product. The product is: [N:56]1([CH2:39][CH2:38][CH2:37][NH:42][C:30]([C:26]2[C:25]([CH3:33])=[C:24](/[CH:23]=[C:16]3\[C:17](=[O:22])[NH:18][C:19]4[C:15]\3=[CH:14][C:13]([S:10]([CH2:9][C:3]3[C:2]([Cl:1])=[CH:7][CH:6]=[CH:5][C:4]=3[Cl:8])(=[O:12])=[O:11])=[CH:21][CH:20]=4)[NH:28][C:27]=2[CH3:29])=[O:31])[CH2:61][CH2:60][O:59][CH2:58][CH2:57]1. (4) Given the reactants [Br:1][C:2]1[NH:6][CH:5]=[C:4]([C:7]([O:9][CH3:10])=[O:8])[C:3]=1[CH:11]([CH3:13])[CH3:12].[H-].[Na+].[C:16]1([S:22](Cl)(=[O:24])=[O:23])[CH:21]=[CH:20][CH:19]=[CH:18][CH:17]=1, predict the reaction product. The product is: [Br:1][C:2]1[N:6]([S:22]([C:16]2[CH:21]=[CH:20][CH:19]=[CH:18][CH:17]=2)(=[O:24])=[O:23])[CH:5]=[C:4]([C:7]([O:9][CH3:10])=[O:8])[C:3]=1[CH:11]([CH3:13])[CH3:12]. (5) Given the reactants Br[CH:2]=[CH:3][CH3:4].[CH:5]1[CH:6]=[CH:7][C:8]([C:27]([OH:29])=[O:28])=[C:9]([C:11]2[C:21]3[CH:22]=[CH:23][C:24]([OH:26])=[CH:25][C:20]=3[O:19][C:18]3[C:12]=2[CH:13]=[CH:14][C:15]([CH:17]=3)=[O:16])[CH:10]=1.C([O-])([O-])=O.[K+].[K+], predict the reaction product. The product is: [CH2:4]([O:29][C:27](=[O:28])[C:8]1[CH:7]=[CH:6][CH:5]=[CH:10][C:9]=1[C:11]1[C:12]2[C:18]([O:19][C:20]3[C:21]=1[CH:22]=[CH:23][C:24](=[O:26])[CH:25]=3)=[CH:17][C:15]([OH:16])=[CH:14][CH:13]=2)[CH:3]=[CH2:2]. (6) Given the reactants [N:1]1[CH:6]=[CH:5][CH:4]=[C:3]([CH2:7][CH:8]2[C:13](=O)[CH:12]3[CH2:15][CH2:16][N:9]2[CH2:10][CH2:11]3)[CH:2]=1.[CH2:17]=P(C1C=CC=CC=1)(C1C=CC=CC=1)C1C=CC=CC=1, predict the reaction product. The product is: [CH2:17]=[C:13]1[CH:12]2[CH2:15][CH2:16][N:9]([CH2:10][CH2:11]2)[CH:8]1[CH2:7][C:3]1[CH:2]=[N:1][CH:6]=[CH:5][CH:4]=1.